From a dataset of Catalyst prediction with 721,799 reactions and 888 catalyst types from USPTO. Predict which catalyst facilitates the given reaction. (1) Reactant: Cl[C:2]1[CH:3]=[CH:4][C:5]2[C:14]3[C:9](=[C:10]([CH3:15])[N:11]=[CH:12][CH:13]=3)[C:8](=[O:16])[N:7]([CH3:17])[C:6]=2[CH:18]=1.[F:19][C:20]([F:34])=[CH:21][CH2:22][C@H:23]([NH:26][C:27](=[O:33])[O:28][C:29]([CH3:32])([CH3:31])[CH3:30])[CH2:24][OH:25].C(P(C(C)(C)C)C1C=CC=CC=1C1C(C(C)C)=CC(C(C)C)=CC=1C(C)C)(C)(C)C.C([O-])([O-])=O.[Cs+].[Cs+]. Product: [CH3:15][C:10]1[N:11]=[CH:12][CH:13]=[C:14]2[C:9]=1[C:8](=[O:16])[N:7]([CH3:17])[C:6]1[CH:18]=[C:2]([O:25][CH2:24][C@@H:23]([NH:26][C:27](=[O:33])[O:28][C:29]([CH3:31])([CH3:30])[CH3:32])[CH2:22][CH:21]=[C:20]([F:34])[F:19])[CH:3]=[CH:4][C:5]2=1. The catalyst class is: 718. (2) Reactant: [CH3:1][O:2][C:3]1[CH:4]=[C:5]([CH:33]=[CH:34][C:35]=1[O:36][CH3:37])[CH2:6][N:7]1[CH2:12][CH2:11][CH:10]([N:13]([CH3:32])[C:14]([N:16]2[CH:20]=[C:19]([C:21]3[CH:26]=[CH:25][CH:24]=[C:23]([NH:27][S:28]([CH3:31])(=[O:30])=[O:29])[CH:22]=3)[N:18]=[CH:17]2)=[O:15])[CH2:9][CH2:8]1.[ClH:38]. Product: [ClH:38].[CH3:1][O:2][C:3]1[CH:4]=[C:5]([CH:33]=[CH:34][C:35]=1[O:36][CH3:37])[CH2:6][N:7]1[CH2:12][CH2:11][CH:10]([N:13]([CH3:32])[C:14]([N:16]2[CH:20]=[C:19]([C:21]3[CH:26]=[CH:25][CH:24]=[C:23]([NH:27][S:28]([CH3:31])(=[O:30])=[O:29])[CH:22]=3)[N:18]=[CH:17]2)=[O:15])[CH2:9][CH2:8]1. The catalyst class is: 13.